Dataset: Forward reaction prediction with 1.9M reactions from USPTO patents (1976-2016). Task: Predict the product of the given reaction. (1) Given the reactants [Cl:1][C:2]1[CH:7]=[C:6]([C:8]([F:11])([F:10])[F:9])[CH:5]=[C:4]([Cl:12])[C:3]=1[S:13](Cl)(=[O:15])=[O:14].[NH2:17][C:18]1[CH:19]=[C:20]([C:24]2[NH:28][N:27]=[N:26][N:25]=2)[CH:21]=[CH:22][CH:23]=1, predict the reaction product. The product is: [Cl:1][C:2]1[CH:7]=[C:6]([C:8]([F:11])([F:10])[F:9])[CH:5]=[C:4]([Cl:12])[C:3]=1[S:13]([NH:17][C:18]1[CH:23]=[CH:22][CH:21]=[C:20]([C:24]2[NH:28][N:27]=[N:26][N:25]=2)[CH:19]=1)(=[O:15])=[O:14]. (2) Given the reactants [NH:1](C(OC(C)(C)C)=O)[C@H:2]([C:15]([NH:17][C@H:18]([C:26]([OH:28])=[O:27])[CH2:19][CH2:20][CH2:21][NH:22][C:23](=[NH:25])[NH2:24])=[O:16])[CH2:3][C:4]1[CH:9]=[CH:8][C:7]([O:10]C(C)(C)C)=[CH:6][CH:5]=1.C(O)(C(F)(F)F)=O, predict the reaction product. The product is: [NH2:1][C@H:2]([C:15]([NH:17][C@H:18]([C:26]([OH:28])=[O:27])[CH2:19][CH2:20][CH2:21][NH:22][C:23](=[NH:24])[NH2:25])=[O:16])[CH2:3][C:4]1[CH:5]=[CH:6][C:7]([OH:10])=[CH:8][CH:9]=1. (3) The product is: [CH3:12][C:8]1[C:7](=[O:13])[C:6]2[C:11](=[C:2]([C:25]3[CH2:30][CH2:29][CH:28]([C:31]([O:33][CH2:34][CH3:35])=[O:32])[CH2:27][CH:26]=3)[CH:3]=[CH:4][C:5]=2[N+:14]([O-:16])=[O:15])[NH:10][CH:9]=1. Given the reactants Br[C:2]1[CH:3]=[CH:4][C:5]([N+:14]([O-:16])=[O:15])=[C:6]2[C:11]=1[NH:10][CH:9]=[C:8]([CH3:12])[C:7]2=[O:13].CC1(C)C(C)(C)OB([C:25]2[CH2:30][CH2:29][CH:28]([C:31]([O:33][CH2:34][CH3:35])=[O:32])[CH2:27][CH:26]=2)O1.C([O-])([O-])=O.[Na+].[Na+], predict the reaction product. (4) Given the reactants [F:1][C:2]([F:44])([F:43])[C:3]1[CH:4]=[C:5]([C@H:13]([O:15][C@H:16]2[CH2:25][CH2:24][C:23]3[N+:22]([O-:26])=[C:21]([CH2:27][NH:28]C(=O)OC(C)(C)C)[CH:20]=[CH:19][C:18]=3[C@@H:17]2[C:36]2[CH:41]=[CH:40][C:39]([F:42])=[CH:38][CH:37]=2)[CH3:14])[CH:6]=[C:7]([C:9]([F:12])([F:11])[F:10])[CH:8]=1.[ClH:45], predict the reaction product. The product is: [ClH:45].[F:12][C:9]([F:10])([F:11])[C:7]1[CH:6]=[C:5]([C@H:13]([O:15][C@H:16]2[CH2:25][CH2:24][C:23]3[N+:22]([O-:26])=[C:21]([CH2:27][NH2:28])[CH:20]=[CH:19][C:18]=3[C@@H:17]2[C:36]2[CH:37]=[CH:38][C:39]([F:42])=[CH:40][CH:41]=2)[CH3:14])[CH:4]=[C:3]([C:2]([F:1])([F:43])[F:44])[CH:8]=1. (5) Given the reactants [OH:1][C@H:2]1[CH2:6][N:5]([C:7]([O:9][C:10]([CH3:13])([CH3:12])[CH3:11])=[O:8])[C@H:4]([C:14]([O:16]C)=[O:15])[CH2:3]1.[Li+].[OH-].CO, predict the reaction product. The product is: [C:10]([O:9][C:7]([N:5]1[CH2:6][C@H:2]([OH:1])[CH2:3][C@H:4]1[C:14]([OH:16])=[O:15])=[O:8])([CH3:13])([CH3:11])[CH3:12]. (6) Given the reactants [Br:1][C:2]1[CH:3]=[N:4][C:5](Cl)=[N:6][CH:7]=1.Cl.[CH3:10][CH:11]1[CH2:15][CH2:14][CH2:13][NH:12]1.C([O-])([O-])=O.[K+].[K+], predict the reaction product. The product is: [Br:1][C:2]1[CH:3]=[N:4][C:5]([N:12]2[CH2:13][CH2:14][CH2:15][CH:11]2[CH3:10])=[N:6][CH:7]=1.